Dataset: Reaction yield outcomes from USPTO patents with 853,638 reactions. Task: Predict the reaction yield, written as a fraction of the theoretical maximum amount of product (1.0 means a 100% yield; for example, 0.34 means a 34% yield). (1) The reactants are [C:1]([N:8]1[CH2:14][CH2:13][CH2:12][C@@H:9]1[CH2:10][OH:11])([O:3][C:4]([CH3:7])([CH3:6])[CH3:5])=[O:2].[C:15]1([CH3:25])[CH:20]=[CH:19][C:18]([S:21](Cl)(=[O:23])=[O:22])=[CH:17][CH:16]=1.C(N(CC)CC)C. The catalyst is CN(C)C1C=CN=CC=1.ClCCl. The product is [CH3:25][C:15]1[CH:20]=[CH:19][C:18]([S:21]([O:11][CH2:10][C@H:9]2[CH2:12][CH2:13][CH2:14][N:8]2[C:1]([O:3][C:4]([CH3:7])([CH3:6])[CH3:5])=[O:2])(=[O:23])=[O:22])=[CH:17][CH:16]=1. The yield is 0.450. (2) The yield is 0.500. The catalyst is C1COCC1. The product is [OH:22][B:18]1[C:10]2[CH:11]=[C:12]([C:15](=[O:17])[CH3:16])[CH:13]=[CH:14][C:9]=2[C:20]([CH3:25])([CH3:26])[O:19]1. The reactants are C(OCOC([C:9]1[CH:14]=[CH:13][C:12]([C:15](=[O:17])[CH3:16])=[CH:11][C:10]=1[B:18]1[O:22]C(C)(C)[C:20]([CH3:26])([CH3:25])[O:19]1)(C)C)C.Cl.O. (3) The reactants are [Cl:1][C:2]1[S:3][C:4]([CH2:7]Cl)=[CH:5][CH:6]=1.[CH2:9]([NH:16][C:17]([C:19]1[S:23][C:22]([N:24]2[CH:29]=[CH:28][C:27]([OH:30])=[CH:26][C:25]2=[O:31])=[N:21][C:20]=1[CH3:32])=[O:18])[C:10]1[CH:15]=[CH:14][CH:13]=[CH:12][CH:11]=1. No catalyst specified. The product is [CH2:9]([NH:16][C:17]([C:19]1[S:23][C:22]([N:24]2[CH:29]=[CH:28][C:27]([O:30][CH2:7][C:4]3[S:3][C:2]([Cl:1])=[CH:6][CH:5]=3)=[CH:26][C:25]2=[O:31])=[N:21][C:20]=1[CH3:32])=[O:18])[C:10]1[CH:15]=[CH:14][CH:13]=[CH:12][CH:11]=1. The yield is 0.400. (4) The reactants are [O:1]1[CH:6]2[CH2:7][NH:8][CH2:9][CH:5]2[O:4][CH2:3][CH2:2]1.[C:10]([C:12]1[CH:13]=[C:14]([NH:19][C:20]2[C:29]3[C:24](=[CH:25][C:26]([O:35][CH3:36])=[C:27]([O:30][CH2:31][CH2:32][CH2:33]Cl)[CH:28]=3)[N:23]=[CH:22][N:21]=2)[CH:15]=[CH:16][C:17]=1[F:18])#[CH:11].C([O-])([O-])=O.[K+].[K+]. The catalyst is [I-].C([N+](CCCC)(CCCC)CCCC)CCC.CN(C=O)C. The product is [C:10]([C:12]1[CH:13]=[C:14]([NH:19][C:20]2[C:29]3[C:24](=[CH:25][C:26]([O:35][CH3:36])=[C:27]([O:30][CH2:31][CH2:32][CH2:33][N:8]4[CH2:7][CH:6]5[O:1][CH2:2][CH2:3][O:4][CH:5]5[CH2:9]4)[CH:28]=3)[N:23]=[CH:22][N:21]=2)[CH:15]=[CH:16][C:17]=1[F:18])#[CH:11]. The yield is 0.440. (5) The reactants are O[Li].O.C[O:5][C:6]([C:8]1[CH:9]=[C:10]([C:19]2[CH:24]=[CH:23][C:22]([CH3:25])=[CH:21][CH:20]=2)[CH:11]=[C:12]([N:14]2[CH:18]=[N:17][N:16]=[N:15]2)[CH:13]=1)=[O:7]. The product is [CH3:25][C:22]1[CH:23]=[CH:24][C:19]([C:10]2[CH:11]=[C:12]([N:14]3[CH:18]=[N:17][N:16]=[N:15]3)[CH:13]=[C:8]([C:6]([OH:7])=[O:5])[CH:9]=2)=[CH:20][CH:21]=1. The yield is 0.930. The catalyst is O.C1COCC1.